Dataset: Full USPTO retrosynthesis dataset with 1.9M reactions from patents (1976-2016). Task: Predict the reactants needed to synthesize the given product. (1) Given the product [Cl:42][C:41]1[CH:39]=[CH:38][C:37]([S:17]([CH:8]([C:9]2[CH:14]=[C:13]([F:15])[CH:12]=[CH:11][C:10]=2[F:16])[CH2:5][CH:6]2[CH2:7][O:49]2)(=[O:19])=[O:18])=[CH:44][CH:43]=1, predict the reactants needed to synthesize it. The reactants are: ClC1[CH:7]=[CH:6][C:5]([CH:8]([S:17](C(C2C=CC(Cl)=CC=2)C2C=C(F)C=CC=2F)(=[O:19])=[O:18])[C:9]2[CH:14]=[C:13]([F:15])[CH:12]=[CH:11][C:10]=2[F:16])=CC=1.[Li][CH2:37][CH2:38][CH2:39]C.[CH2:41]([CH:43]1O[CH2:44]1)[Cl:42].C1C[O:49]CC1. (2) Given the product [CH3:1][C:2]1[S:6][C:5]2[CH2:7][CH2:8][N:9]=[C:10]([CH3:11])[C:4]=2[CH:3]=1, predict the reactants needed to synthesize it. The reactants are: [CH3:1][C:2]1[S:6][C:5]([CH2:7][CH2:8][NH:9][C:10](=O)[CH3:11])=[CH:4][CH:3]=1.O=P12OP3(OP(OP(O3)(O1)=O)(=O)O2)=O. (3) Given the product [F:38][C:30]1[CH:31]=[C:32]([N+:35]([O-:37])=[O:36])[CH:33]=[CH:34][C:29]=1[O:21][C:4]1[C:5]2[CH:6]=[C:7]3[O:20][CH2:19][CH2:18][O:17][CH2:16][CH2:15][O:14][CH2:13][CH2:12][O:11][C:8]3=[CH:9][C:10]=2[N:1]=[CH:2][CH:3]=1, predict the reactants needed to synthesize it. The reactants are: [NH:1]1[C:10]2[CH:9]=[C:8]3[O:11][CH2:12][CH2:13][O:14][CH2:15][CH2:16][O:17][CH2:18][CH2:19][O:20][C:7]3=[CH:6][C:5]=2[C:4](=[O:21])[CH:3]=[CH:2]1.C(=O)([O-])[O-].[Cs+].[Cs+].F[C:29]1[CH:34]=[CH:33][C:32]([N+:35]([O-:37])=[O:36])=[CH:31][C:30]=1[F:38].